This data is from Full USPTO retrosynthesis dataset with 1.9M reactions from patents (1976-2016). The task is: Predict the reactants needed to synthesize the given product. (1) Given the product [N:51]1([CH2:57][C:58]2[N:59]=[C:60]3[CH2:65][NH:64][CH2:63][CH2:62][N:61]3[CH:73]=2)[CH2:56][CH2:55][CH2:54][CH2:53][CH2:52]1, predict the reactants needed to synthesize it. The reactants are: C(C1N=C2CN(C(OC(C)(C)C)=O)CCN2C=1)=O.N1CCCCC1.[BH-](OC(C)=O)(OC(C)=O)OC(C)=O.[Na+].C(=O)([O-])O.[Na+].C(O)(C(F)(F)F)=O.[N:51]1([CH2:57][C:58]2[N:59]=[C:60]3[CH2:65][N:64](C(OC(C)(C)C)=O)[CH2:63][CH2:62][N:61]3[CH:73]=2)[CH2:56][CH2:55][CH2:54][CH2:53][CH2:52]1. (2) Given the product [CH2:28]([C:26]1[CH:25]=[CH:24][N:23]2[C:19]([C:16]3[CH:15]=[CH:14][C:13]4[C:18](=[C:9]([OH:8])[CH:10]=[CH:11][CH:12]=4)[N:17]=3)=[CH:20][N:21]=[C:22]2[CH:27]=1)[CH3:29], predict the reactants needed to synthesize it. The reactants are: C([O:8][C:9]1[CH:10]=[CH:11][CH:12]=[C:13]2[C:18]=1[N:17]=[C:16]([C:19]1[N:23]3[CH:24]=[CH:25][C:26]([CH2:28][CH3:29])=[CH:27][C:22]3=[N:21][CH:20]=1)[CH:15]=[CH:14]2)C1C=CC=CC=1.C([O-])=O.[NH4+]. (3) Given the product [Cl:21][C:13]1[C:3]([CH2:1][CH3:2])=[N:4][N:5]2[CH:10]=[CH:9][CH:8]=[C:7]([O:11][CH3:12])[C:6]=12, predict the reactants needed to synthesize it. The reactants are: [CH2:1]([C:3]1[CH:13]=[C:6]2[C:7]([O:11][CH3:12])=[CH:8][CH:9]=[CH:10][N:5]2[N:4]=1)[CH3:2].C1C(=O)N([Cl:21])C(=O)C1.O.